This data is from Reaction yield outcomes from USPTO patents with 853,638 reactions. The task is: Predict the reaction yield, written as a fraction of the theoretical maximum amount of product (1.0 means a 100% yield; for example, 0.34 means a 34% yield). (1) The reactants are Br[C:2]1[CH:3]=[CH:4][C:5]([O:15][CH3:16])=[C:6]([NH:8][C:9](=[O:14])[C:10]([F:13])([F:12])[F:11])[CH:7]=1.[CH3:17][Si:18]([C:21]#[CH:22])([CH3:20])[CH3:19]. The catalyst is Cl[Pd](Cl)([P](C1C=CC=CC=1)(C1C=CC=CC=1)C1C=CC=CC=1)[P](C1C=CC=CC=1)(C1C=CC=CC=1)C1C=CC=CC=1.C1COCC1. The product is [F:11][C:10]([F:13])([F:12])[C:9]([NH:8][C:6]1[CH:7]=[C:2]([C:22]#[C:21][Si:18]([CH3:20])([CH3:19])[CH3:17])[CH:3]=[CH:4][C:5]=1[O:15][CH3:16])=[O:14]. The yield is 0.420. (2) The reactants are [CH3:1][NH:2][C@@H:3]1[C:8]2[CH:9]=[CH:10][CH:11]=[CH:12][C:7]=2[C@H:6]([C:13]2[CH:14]=[CH:15][C:16]([Cl:20])=[C:17]([Cl:19])[CH:18]=2)[CH2:5][CH2:4]1. The catalyst is CCO.O.Cl.N1C=CC=CC=1. The product is [CH3:1][NH:2][C@@H:3]1[C:8]2[CH:9]=[CH:10][CH:11]=[CH:12][C:7]=2[C@H:6]([C:13]2[CH:14]=[CH:15][C:16]([Cl:20])=[C:17]([Cl:19])[CH:18]=2)[CH2:5][CH2:4]1.[ClH:19]. The yield is 0.870. (3) The product is [CH2:21]([N:7]1[C@@H:5]([CH3:6])[C:4](=[O:3])[NH:18][C:17]2[CH:16]=[C:11]([C:12]([O:14][CH3:15])=[O:13])[CH:10]=[N:9][C:8]1=2)[CH3:22]. The yield is 0.570. The reactants are C([O:3][C:4](=O)[C@@H:5]([N:7]([CH2:21][CH3:22])[C:8]1[C:17]([N+:18]([O-])=O)=[CH:16][C:11]([C:12]([O:14][CH3:15])=[O:13])=[CH:10][N:9]=1)[CH3:6])C.P(OC1C=CC=CC=1)(OC1C=CC=CC=1)OC1C=CC=CC=1. The catalyst is ClCCl.[NH4+].[O-][V](=O)=O.[Pt]. (4) The reactants are [CH3:1][C:2]1[C:6]([CH2:7][N:8]2[CH:12]=[C:11]([C:13](OCC)=[O:14])[CH:10]=[N:9]2)=[C:5]([CH3:18])[O:4][N:3]=1.[NH2:19][NH2:20]. The catalyst is CCO. The product is [CH3:1][C:2]1[C:6]([CH2:7][N:8]2[CH:12]=[C:11]([C:13]([NH:19][NH2:20])=[O:14])[CH:10]=[N:9]2)=[C:5]([CH3:18])[O:4][N:3]=1. The yield is 0.970. (5) The reactants are [NH2:1][CH:2]1[CH2:11][C:10]2[C:9]([C:12]([NH2:14])=[O:13])=[CH:8][CH:7]=[C:6]([F:15])[C:5]=2[O:4][CH2:3]1.[CH:16](=O)[CH2:17][CH3:18].C(O)(=O)C.C(O[BH-](OC(=O)C)OC(=O)C)(=O)C.[Na+]. The catalyst is ClCCCl. The product is [F:15][C:6]1[C:5]2[O:4][CH2:3][CH:2]([NH:1][CH2:16][CH2:17][CH3:18])[CH2:11][C:10]=2[C:9]([C:12]([NH2:14])=[O:13])=[CH:8][CH:7]=1. The yield is 0.460. (6) The reactants are [Si](OC[CH2:10]/[CH:11]=[CH:12]/[C:13]1[N:17]2[CH2:18][CH2:19][CH2:20][N:21]([CH3:23])[CH2:22][C:16]2=[C:15]([C:24]([NH:26][C@@H:27]([C:32]([CH3:35])([CH3:34])[CH3:33])[C:28]([NH:30][CH3:31])=[O:29])=[O:25])[N:14]=1)(C(C)(C)C)(C)C.CC[CH2:38][CH2:39][N+:40](CCCC)(CCCC)[CH2:41][CH2:42]CC.[F-].C1C[O:57]CC1. No catalyst specified. The product is [CH3:35][C:32]([CH3:34])([CH3:33])[C@H:27]([NH:26][C:24]([C:15]1[N:14]=[C:13](/[CH:12]=[CH:11]/[CH2:10][N:40]2[CH2:41][CH2:42][O:57][CH2:38][CH2:39]2)[N:17]2[CH2:18][CH2:19][CH2:20][N:21]([CH3:23])[CH2:22][C:16]=12)=[O:25])[C:28]([NH:30][CH3:31])=[O:29]. The yield is 0.700. (7) The reactants are [CH:1]([C:4]1[N:8]2[CH:9]=[CH:10][N:11]=[CH:12][C:7]2=[CH:6][N:5]=1)([CH3:3])[CH3:2].C1C(=O)N([I:20])C(=O)C1. The catalyst is CN(C=O)C. The product is [I:20][C:6]1[N:5]=[C:4]([CH:1]([CH3:3])[CH3:2])[N:8]2[CH:9]=[CH:10][N:11]=[CH:12][C:7]=12. The yield is 0.790.